Predict the product of the given reaction. From a dataset of Forward reaction prediction with 1.9M reactions from USPTO patents (1976-2016). Given the reactants [Si]([O:18][CH:19]1[CH2:22][N:21]([C:23]2[O:24][CH:25]=[C:26]([C:28]([N:30]3[CH2:33][CH:32]([O:34][CH3:35])[CH2:31]3)=[O:29])[N:27]=2)[CH2:20]1)(C(C)(C)C)(C1C=CC=CC=1)C1C=CC=CC=1.[F-].C([N+](CCCC)(CCCC)CCCC)CCC, predict the reaction product. The product is: [OH:18][CH:19]1[CH2:22][N:21]([C:23]2[O:24][CH:25]=[C:26]([C:28]([N:30]3[CH2:33][CH:32]([O:34][CH3:35])[CH2:31]3)=[O:29])[N:27]=2)[CH2:20]1.